Dataset: Forward reaction prediction with 1.9M reactions from USPTO patents (1976-2016). Task: Predict the product of the given reaction. (1) Given the reactants [CH3:1][C:2]1[CH:7]=[C:6]([CH3:8])[CH:5]=[CH:4][C:3]=1[N:9]([CH2:21][CH:22]([CH3:24])[CH3:23])[S:10]([C:13]1[CH:18]=[CH:17][CH:16]=[C:15]([O:19]C)[CH:14]=1)(=[O:12])=[O:11].B(Br)(Br)Br.O, predict the reaction product. The product is: [CH3:1][C:2]1[CH:7]=[C:6]([CH3:8])[CH:5]=[CH:4][C:3]=1[N:9]([CH2:21][CH:22]([CH3:24])[CH3:23])[S:10]([C:13]1[CH:18]=[CH:17][CH:16]=[C:15]([OH:19])[CH:14]=1)(=[O:11])=[O:12]. (2) Given the reactants [F:1][CH:2]([F:15])[CH2:3][CH2:4][O:5][C:6]1[CH:11]=[C:10]([C:12]#[CH:13])[CH:9]=[CH:8][C:7]=1[F:14].CN([CH:19]=[O:20])C, predict the reaction product. The product is: [F:1][CH:2]([F:15])[O:20][C:19]1[CH:8]=[CH:7][C:6]([C:13]#[C:12][C:10]2[CH:9]=[CH:8][C:7]([F:14])=[C:6]([O:5][CH2:4][CH2:3][CH:2]([F:1])[F:15])[CH:11]=2)=[CH:11][C:10]=1[CH2:12][CH3:13]. (3) The product is: [CH3:1][O:2][C:3](=[O:58])[CH2:4][CH2:5][C:6]1[CH:11]=[C:10]([C:12](=[O:26])[C:13]2[CH:18]=[CH:17][C:16]([O:19][CH:20]3[CH2:24][CH2:23][CH2:22][CH2:21]3)=[CH:15][C:14]=2[OH:25])[CH:9]=[CH:8][C:7]=1[O:27][CH2:28][C:29]1[CH:57]=[CH:56][C:32]2[C:33]([OH:55])=[N:34][O:35][C:31]=2[CH:30]=1. Given the reactants [CH3:1][O:2][C:3](=[O:58])[CH2:4][CH2:5][C:6]1[CH:11]=[C:10]([C:12](=[O:26])[C:13]2[CH:18]=[CH:17][C:16]([O:19][CH:20]3[CH2:24][CH2:23][CH2:22][CH2:21]3)=[CH:15][C:14]=2[OH:25])[CH:9]=[CH:8][C:7]=1[O:27][CH2:28][C:29]1[CH:57]=[CH:56][C:32]2[C:33](=[O:55])[N:34](C(C3C=CC=CC=3)(C3C=CC=CC=3)C3C=CC=CC=3)[O:35][C:31]=2[CH:30]=1.C(C(C)=O)C(C)C.S(=O)(=O)(O)O.[OH-].[Na+], predict the reaction product. (4) The product is: [Br:1][C:2]1[C:3]([O:16][C:13]2[N:14]=[CH:15][C:10]([NH2:9])=[CH:11][CH:12]=2)=[N:4][CH:5]=[CH:6][CH:7]=1. Given the reactants [Br:1][C:2]1[C:3](Cl)=[N:4][CH:5]=[CH:6][CH:7]=1.[NH2:9][C:10]1[CH:11]=[CH:12][C:13]([OH:16])=[N:14][CH:15]=1.C(=O)([O-])[O-].[Cs+].[Cs+].CS(C)=O, predict the reaction product. (5) The product is: [F:22][C:23]([F:34])([F:33])[C:24]([N:10]1[CH2:11][CH2:12][C:6]2[CH:5]=[C:4]([O:3][CH3:2])[CH:14]=[CH:13][C:7]=2[CH2:8][CH2:9]1)=[O:25]. Given the reactants Cl.[CH3:2][O:3][C:4]1[CH:14]=[CH:13][C:7]2[CH2:8][CH2:9][NH:10][CH2:11][CH2:12][C:6]=2[CH:5]=1.C(N(CC)CC)C.[F:22][C:23]([F:34])([F:33])[C:24](O[C:24](=[O:25])[C:23]([F:34])([F:33])[F:22])=[O:25], predict the reaction product. (6) Given the reactants [F:1][C:2]1[CH:10]=[C:9]2[C:5]([C:6]([CH:11]=O)=[CH:7][NH:8]2)=[CH:4][CH:3]=1.[H-].[Al+3].[Li+].[H-].[H-].[H-], predict the reaction product. The product is: [F:1][C:2]1[CH:10]=[C:9]2[C:5]([C:6]([CH3:11])=[CH:7][NH:8]2)=[CH:4][CH:3]=1.